The task is: Predict the reaction yield, written as a fraction of the theoretical maximum amount of product (1.0 means a 100% yield; for example, 0.34 means a 34% yield).. This data is from Reaction yield outcomes from USPTO patents with 853,638 reactions. (1) The product is [F:50][C:34]([F:33])([C:38]1[CH:39]=[C:40]2[C:45](=[CH:46][CH:47]=1)[N:44]=[CH:43][C:42]([O:48][CH3:49])=[CH:41]2)[C:35]([NH:76][NH:75][C:64]1[C:63]([F:62])=[CH:68][C:67]([C:69]2[CH:70]=[N:71][N:72]([CH3:74])[CH:73]=2)=[CH:66][N:65]=1)=[O:37]. The yield is 0.331. The catalyst is CN(C)C1C=CN=CC=1.C(Cl)Cl.CO.CN(C=O)C. The reactants are FC(F)(C1C=C2C(=CC=1)N=CC(OC)=C2)C(NNC1C=C(C2C=NN(C)C=2)C=CC=1F)=O.[F:33][C:34]([F:50])([C:38]1[CH:39]=[C:40]2[C:45](=[CH:46][CH:47]=1)[N:44]=[CH:43][C:42]([O:48][CH3:49])=[CH:41]2)[C:35]([OH:37])=O.S(Cl)(Cl)=O.C(N(CC)CC)C.[F:62][C:63]1[C:64]([NH:75][NH2:76])=[N:65][CH:66]=[C:67]([C:69]2[CH:70]=[N:71][N:72]([CH3:74])[CH:73]=2)[CH:68]=1. (2) The reactants are [F:1][C@H:2]1[C@H:7]([O:8][C:9]2[CH:14]=[CH:13][C:12]([N+:15]([O-])=O)=[CH:11][C:10]=2[C:18]([F:21])([F:20])[F:19])[CH2:6][CH2:5][N:4]([C:22]([O:24][C:25]([CH3:28])([CH3:27])[CH3:26])=[O:23])[CH2:3]1. The catalyst is CCO.[Pd]. The product is [NH2:15][C:12]1[CH:13]=[CH:14][C:9]([O:8][C@@H:7]2[CH2:6][CH2:5][N:4]([C:22]([O:24][C:25]([CH3:28])([CH3:27])[CH3:26])=[O:23])[CH2:3][C@H:2]2[F:1])=[C:10]([C:18]([F:21])([F:19])[F:20])[CH:11]=1. The yield is 0.820. (3) The reactants are [Cl:1][C:2]1[CH:3]=[C:4]([C:8]2[CH:9]=[C:10]3[C:14](=[CH:15][CH:16]=2)[NH:13][C:12](=[O:17])[CH2:11]3)[CH:5]=[CH:6][CH:7]=1.[O:18]1CCOCC1. No catalyst specified. The product is [Cl:1][C:2]1[CH:3]=[C:4]([C:8]2[CH:9]=[C:10]3[C:14](=[CH:15][CH:16]=2)[NH:13][C:12](=[O:17])[C:11]3=[O:18])[CH:5]=[CH:6][CH:7]=1. The yield is 0.760. (4) The reactants are [CH2:1]([C:4]1[N:5]=[C:6]([Cl:15])[C:7]2[C:12]([C:13]=1[OH:14])=[CH:11][CH:10]=[CH:9][CH:8]=2)[CH:2]=[CH2:3].B1C2CCCC1CCC2.[OH-:25].[Na+].OO. The catalyst is O1CCCC1. The product is [Cl:15][C:6]1[C:7]2[C:12](=[CH:11][CH:10]=[CH:9][CH:8]=2)[C:13]([OH:14])=[C:4]([CH2:1][CH2:2][CH2:3][OH:25])[N:5]=1. The yield is 0.700. (5) The reactants are [C:1]([O:4][C:5]1[S:13][C:12]2[CH2:11][CH2:10][N:9]([C@@H:14]([C:19]3[CH:24]=[CH:23][CH:22]=[CH:21][C:20]=3[Cl:25])[C:15]([O:17][CH3:18])=[O:16])[CH2:8][C:7]=2[CH:6]=1)(=[O:3])[CH3:2].Cl. The catalyst is C(OCC)C. The product is [ClH:25].[C:1]([O:4][C:5]1[S:13][C:12]2[CH2:11][CH2:10][N:9]([C@@H:14]([C:19]3[CH:24]=[CH:23][CH:22]=[CH:21][C:20]=3[Cl:25])[C:15]([O:17][CH3:18])=[O:16])[CH2:8][C:7]=2[CH:6]=1)(=[O:3])[CH3:2]. The yield is 0.900. (6) The reactants are [F:1][C:2]([F:12])([F:11])[C:3]1[CH:9]=[C:8]([Br:10])[CH:7]=[CH:6][C:4]=1[NH2:5].[C:13](OC(=O)C)(=[O:15])[CH3:14]. The catalyst is O1CCCC1. The product is [Br:10][C:8]1[CH:7]=[CH:6][C:4]([NH:5][C:13](=[O:15])[CH3:14])=[C:3]([C:2]([F:1])([F:11])[F:12])[CH:9]=1. The yield is 0.900. (7) The reactants are C[O:2][C:3]([C:5]1[S:6][C:7]([C:31]2[CH2:36][CH2:35][CH2:34][CH2:33][CH:32]=2)=[CH:8][C:9]=1[N:10]([CH:20]1[CH2:25][CH2:24][N:23]([C:26](=[O:30])[CH:27]([CH3:29])[CH3:28])[CH2:22][CH2:21]1)[C:11]([C@H:13]1[CH2:18][CH2:17][C@H:16]([CH3:19])[CH2:15][CH2:14]1)=[O:12])=[O:4].[Li+].[OH-].O. The catalyst is C1COCC1.O.CO. The product is [C:31]1([C:7]2[S:6][C:5]([C:3]([OH:4])=[O:2])=[C:9]([N:10]([CH:20]3[CH2:21][CH2:22][N:23]([C:26](=[O:30])[CH:27]([CH3:29])[CH3:28])[CH2:24][CH2:25]3)[C:11]([C@H:13]3[CH2:18][CH2:17][C@H:16]([CH3:19])[CH2:15][CH2:14]3)=[O:12])[CH:8]=2)[CH2:36][CH2:35][CH2:34][CH2:33][CH:32]=1. The yield is 0.610. (8) The reactants are [F:1][C:2]1[CH:3]=[C:4]([C:9]2[CH:14]=[CH:13][C:12]([C:15]([NH:17][C@H:18]([C:26]([O:28][CH3:29])=[O:27])[C@@H:19]([CH3:25])[O:20][C:21]([CH3:24])([CH3:23])[CH3:22])=[O:16])=[C:11]([N+:30]([O-])=O)[CH:10]=2)[CH:5]=[CH:6][C:7]=1[F:8].C(OCC)(=O)C. The catalyst is CO.[Pd]. The product is [NH2:30][C:11]1[CH:10]=[C:9]([C:4]2[CH:5]=[CH:6][C:7]([F:8])=[C:2]([F:1])[CH:3]=2)[CH:14]=[CH:13][C:12]=1[C:15]([NH:17][C@H:18]([C:26]([O:28][CH3:29])=[O:27])[C@@H:19]([CH3:25])[O:20][C:21]([CH3:24])([CH3:23])[CH3:22])=[O:16]. The yield is 0.970. (9) The product is [NH2:7][C:8]1[CH:9]=[CH:10][C:11]([S:14][C:15]2[C:24]3[C:19](=[CH:20][CH:21]=[CH:22][CH:23]=3)[C:18](=[O:25])[N:17]([NH:26][C:27](=[O:36])[CH2:28][C:29]3[CH:30]=[CH:31][C:32]([Cl:35])=[CH:33][CH:34]=3)[N:16]=2)=[CH:12][CH:13]=1. The reactants are C(OC(=O)[NH:7][C:8]1[CH:13]=[CH:12][C:11]([S:14][C:15]2[C:24]3[C:19](=[CH:20][CH:21]=[CH:22][CH:23]=3)[C:18](=[O:25])[N:17]([NH:26][C:27](=[O:36])[CH2:28][C:29]3[CH:34]=[CH:33][C:32]([Cl:35])=[CH:31][CH:30]=3)[N:16]=2)=[CH:10][CH:9]=1)(C)(C)C.C(O)(C(F)(F)F)=O. The catalyst is C(Cl)Cl. The yield is 0.500. (10) The reactants are [NH:1]([C:3]1[CH:4]=[C:5]([C:12]([OH:14])=[O:13])[CH:6]=[C:7]([C:9]([OH:11])=[O:10])[CH:8]=1)N.[CH:15]([C:18]([CH3:20])=O)([CH3:17])[CH3:16]. The catalyst is C(O)(=O)C. The product is [CH3:20][C:18]1[C:15]([CH3:17])([CH3:16])[C:4]2[C:3](=[CH:8][C:7]([C:9]([OH:11])=[O:10])=[CH:6][C:5]=2[C:12]([OH:14])=[O:13])[N:1]=1. The yield is 0.955.